Dataset: Catalyst prediction with 721,799 reactions and 888 catalyst types from USPTO. Task: Predict which catalyst facilitates the given reaction. (1) Reactant: [F:1][C:2]1[CH:7]=[CH:6][C:5]([C:8]2[C:17]([N:18]3[CH2:22][CH2:21][CH2:20][C@@H:19]3[CH3:23])=[N:16][C:15]3[C:10](=[CH:11][CH:12]=[C:13]([C:24]([O:26]CCCC)=[O:25])[CH:14]=3)[N:9]=2)=[CH:4][CH:3]=1.CO.[OH-].[Na+]. Product: [F:1][C:2]1[CH:7]=[CH:6][C:5]([C:8]2[C:17]([N:18]3[CH2:22][CH2:21][CH2:20][C@@H:19]3[CH3:23])=[N:16][C:15]3[C:10](=[CH:11][CH:12]=[C:13]([C:24]([OH:26])=[O:25])[CH:14]=3)[N:9]=2)=[CH:4][CH:3]=1. The catalyst class is: 6. (2) Reactant: [CH2:1]([O:3][CH:4]([O:7][CH2:8][CH3:9])[C:5]#[N:6])[CH3:2].C[O-].[Na+].[C:13](=O)=[O:14].C(=O)([O-])[O-].[Na+].[Na+]. Product: [CH2:1]([O:3][CH:4]([O:7][CH2:8][CH3:9])[C:5](=[NH:6])[O:14][CH3:13])[CH3:2]. The catalyst class is: 5.